This data is from Reaction yield outcomes from USPTO patents with 853,638 reactions. The task is: Predict the reaction yield, written as a fraction of the theoretical maximum amount of product (1.0 means a 100% yield; for example, 0.34 means a 34% yield). (1) The reactants are [O:1]1[CH2:6][CH2:5][N:4]([C:7]2[N:12]=[C:11]([C:13]3[C:21]4[C:16](=[CH:17][CH:18]=[C:19](B5OC(C)(C)C(C)(C)O5)[CH:20]=4)[N:15]([C:31]([O:33][C:34]([CH3:37])([CH3:36])[CH3:35])=[O:32])[CH:14]=3)[CH:10]=[CH:9][CH:8]=2)[CH2:3][CH2:2]1.Br[C:39]1[S:40][C:41]([S:44][CH3:45])=[N:42][N:43]=1.C(=O)([O-])[O-].[K+].[K+]. The catalyst is O1CCOCC1.O.C(Cl)Cl.C1C=CC([P]([Pd]([P](C2C=CC=CC=2)(C2C=CC=CC=2)C2C=CC=CC=2)([P](C2C=CC=CC=2)(C2C=CC=CC=2)C2C=CC=CC=2)[P](C2C=CC=CC=2)(C2C=CC=CC=2)C2C=CC=CC=2)(C2C=CC=CC=2)C2C=CC=CC=2)=CC=1. The product is [CH3:45][S:44][C:41]1[S:40][C:39]([C:19]2[CH:20]=[C:21]3[C:16](=[CH:17][CH:18]=2)[N:15]([C:31]([O:33][C:34]([CH3:37])([CH3:36])[CH3:35])=[O:32])[CH:14]=[C:13]3[C:11]2[CH:10]=[CH:9][CH:8]=[C:7]([N:4]3[CH2:3][CH2:2][O:1][CH2:6][CH2:5]3)[N:12]=2)=[N:43][N:42]=1. The yield is 0.471. (2) The reactants are N[C:2]1[CH:3]=[C:4]([NH:12][C:13]([C:15]2[C:24](=[O:25])[C:23]3[C:18](=[CH:19][CH:20]=[CH:21][CH:22]=3)[NH:17][CH:16]=2)=[O:14])[CH:5]=[CH:6][C:7]=1[C:8]([CH3:11])([CH3:10])[CH3:9].[C:26](O)(=O)C.C=O.[C:32]([BH3-])#[N:33].[Na+]. The catalyst is C(Cl)Cl.CO.CCOCC. The product is [CH3:26][N:33]([CH3:32])[C:2]1[CH:3]=[C:4]([NH:12][C:13]([C:15]2[C:24](=[O:25])[C:23]3[C:18](=[CH:19][CH:20]=[CH:21][CH:22]=3)[NH:17][CH:16]=2)=[O:14])[CH:5]=[CH:6][C:7]=1[C:8]([CH3:11])([CH3:10])[CH3:9]. The yield is 0.170.